From a dataset of Full USPTO retrosynthesis dataset with 1.9M reactions from patents (1976-2016). Predict the reactants needed to synthesize the given product. (1) Given the product [Cl:1][C:2]1[CH:7]=[C:6]([Cl:8])[CH:5]=[CH:4][C:3]=1[C:9]1[C:29](=[O:30])[N:28]([CH3:31])[C:12]2[N:13]([CH3:27])[C:14]3[C:19]([C:11]=2[CH:10]=1)=[CH:18][C:17]([C:20]1[N:33]([CH3:32])[N:23]=[CH:22][CH:21]=1)=[CH:16][CH:15]=3, predict the reactants needed to synthesize it. The reactants are: [Cl:1][C:2]1[CH:7]=[C:6]([Cl:8])[CH:5]=[CH:4][C:3]=1[C:9]1[C:29](=[O:30])[N:28]([CH3:31])[C:12]2[N:13]([CH3:27])[C:14]3[C:19]([C:11]=2[CH:10]=1)=[CH:18][C:17]([C:20](=O)[CH:21]=[CH:22][N:23](C)C)=[CH:16][CH:15]=3.[CH3:32][NH:33]N. (2) Given the product [NH2:8][C@@H:9]([CH2:13][N:14]([C:21]1[CH:26]=[CH:25][CH:24]=[CH:23][CH:22]=1)[C:15]1[N:16]=[CH:17][CH:18]=[CH:19][N:20]=1)[C:10]([NH2:12])=[O:11], predict the reactants needed to synthesize it. The reactants are: C(OC([NH:8][C@@H:9]([CH2:13][N:14]([C:21]1[CH:26]=[CH:25][CH:24]=[CH:23][CH:22]=1)[C:15]1[N:20]=[CH:19][CH:18]=[CH:17][N:16]=1)[C:10]([NH2:12])=[O:11])=O)(C)(C)C.[OH-].[K+]. (3) Given the product [CH2:1]([O:3][C:4]([C:6]1[C:7]([OH:22])=[C:8]2[C:49]([Cl:53])=[CH:13][N:12]([CH2:15][C:16]3[CH:21]=[CH:20][CH:19]=[CH:18][CH:17]=3)[C:9]2=[C:10]([Cl:30])[N:11]=1)=[O:5])[CH3:2], predict the reactants needed to synthesize it. The reactants are: [CH2:1]([O:3][C:4]([C:6]1[C:7]([OH:22])=[C:8]2C=[CH:13][N:12]([CH2:15][C:16]3[CH:21]=[CH:20][CH:19]=[CH:18][CH:17]=3)[C:9]2=[CH:10][N:11]=1)=[O:5])[CH3:2].C1C(=O)N([Cl:30])C(=O)C1.C(OOC(C1C=CC=CC=1)=O)(C1C=CC=CC=1)=O.[C:49]([Cl:53])(Cl)(Cl)Cl. (4) Given the product [CH3:8][N:9]([C:10]1[CH:15]=[CH:14][C:13]([N+:16]([O-:18])=[O:17])=[CH:12][N:11]=1)[C:5](=[O:7])[CH3:6], predict the reactants needed to synthesize it. The reactants are: C(O[C:5](=[O:7])[CH3:6])(=O)C.[CH3:8][NH:9][C:10]1[CH:15]=[CH:14][C:13]([N+:16]([O-:18])=[O:17])=[CH:12][N:11]=1.N1C=CC=CC=1. (5) Given the product [N:37]1[CH:38]=[CH:39][CH:40]=[CH:41][C:36]=1[N:32]1[C:33]2[C:29](=[CH:28][C:27]([O:26][C:24]3[CH:23]=[CH:22][N:21]=[C:20]([NH:19][C:15]4[CH:14]=[C:13]([NH:12][C:2](=[O:1])[CH2:3][NH2:4])[CH:18]=[CH:17][CH:16]=4)[N:25]=3)=[CH:35][CH:34]=2)[CH:30]=[CH:31]1, predict the reactants needed to synthesize it. The reactants are: [O:1]=[C:2]([NH:12][C:13]1[CH:18]=[CH:17][CH:16]=[C:15]([NH:19][C:20]2[N:25]=[C:24]([O:26][C:27]3[CH:28]=[C:29]4[C:33](=[CH:34][CH:35]=3)[N:32]([C:36]3[CH:41]=[CH:40][CH:39]=[CH:38][N:37]=3)[CH:31]=[CH:30]4)[CH:23]=[CH:22][N:21]=2)[CH:14]=1)[CH2:3][NH:4]C(=O)OC(C)(C)C.C(O)(C(F)(F)F)=O. (6) The reactants are: [O:1]=[S:2]1(=[O:41])[CH2:6][CH2:5][CH:4]([CH2:7][O:8][C:9]2[CH:14]=[C:13]([CH3:15])[C:12]([C:16]3[CH:21]=[CH:20][CH:19]=[C:18]([CH2:22][O:23][C:24]4[CH:29]=[CH:28][C:27]([C:30]5([CH2:34][C:35]([O:37]CC)=[O:36])[CH2:33][O:32][CH2:31]5)=[CH:26][CH:25]=4)[CH:17]=3)=[C:11]([CH3:40])[CH:10]=2)[CH2:3]1. Given the product [O:41]=[S:2]1(=[O:1])[CH2:6][CH2:5][CH:4]([CH2:7][O:8][C:9]2[CH:10]=[C:11]([CH3:40])[C:12]([C:16]3[CH:21]=[CH:20][CH:19]=[C:18]([CH2:22][O:23][C:24]4[CH:29]=[CH:28][C:27]([C:30]5([CH2:34][C:35]([OH:37])=[O:36])[CH2:31][O:32][CH2:33]5)=[CH:26][CH:25]=4)[CH:17]=3)=[C:13]([CH3:15])[CH:14]=2)[CH2:3]1, predict the reactants needed to synthesize it.